From a dataset of Catalyst prediction with 721,799 reactions and 888 catalyst types from USPTO. Predict which catalyst facilitates the given reaction. (1) Reactant: [Cl:1][C:2]1[CH:7]=[CH:6][C:5]([CH:8]([NH:32][C:33]2[CH:34]=[C:35]([CH3:43])[C:36]3[O:40][N:39]=[C:38]([CH3:41])[C:37]=3[CH:42]=2)[C:9]2[C:10]([C:27]([O:29]CC)=[O:28])=[N:11][N:12]([C:17]3[C:18]([O:25][CH3:26])=[N:19][C:20]([O:23][CH3:24])=[N:21][CH:22]=3)[C:13]=2[CH:14]([CH3:16])[CH3:15])=[CH:4][CH:3]=1.[OH-].[Na+].Cl. Product: [Cl:1][C:2]1[CH:3]=[CH:4][C:5]([CH:8]([NH:32][C:33]2[CH:34]=[C:35]([CH3:43])[C:36]3[O:40][N:39]=[C:38]([CH3:41])[C:37]=3[CH:42]=2)[C:9]2[C:10]([C:27]([OH:29])=[O:28])=[N:11][N:12]([C:17]3[C:18]([O:25][CH3:26])=[N:19][C:20]([O:23][CH3:24])=[N:21][CH:22]=3)[C:13]=2[CH:14]([CH3:15])[CH3:16])=[CH:6][CH:7]=1. The catalyst class is: 5. (2) Reactant: CN(C)CCCOC1C=CC(C2SC(NC3C=CC=CC=3)=NC=2)=CC=1.[S:26]1[CH:30]=[CH:29][C:28]([C:31]2[S:35][C:34]([NH:36][C:37]3[CH:42]=[CH:41][C:40]([OH:43])=[CH:39][C:38]=3[C:44]([F:47])([F:46])[F:45])=[N:33][CH:32]=2)=[CH:27]1.Cl.Cl[CH2:50][CH2:51][N:52]([CH:56]([CH3:58])[CH3:57])[CH:53]([CH3:55])[CH3:54]. Product: [CH:53]([N:52]([CH:56]([CH3:58])[CH3:57])[CH2:51][CH2:50][O:43][C:40]1[CH:41]=[CH:42][C:37]([NH:36][C:34]2[S:35][C:31]([C:28]3[CH:29]=[CH:30][S:26][CH:27]=3)=[CH:32][N:33]=2)=[C:38]([C:44]([F:47])([F:46])[F:45])[CH:39]=1)([CH3:55])[CH3:54]. The catalyst class is: 61. (3) Reactant: C(OC([N:8]1[CH2:13][CH2:12][CH2:11][C@H:10]([C:14]2[N:18]=[C:17]([CH2:19][C:20]3[CH:25]=[CH:24][C:23]([F:26])=[CH:22][CH:21]=3)[O:16][N:15]=2)[CH2:9]1)=O)(C)(C)C.[ClH:27]. Product: [ClH:27].[F:26][C:23]1[CH:24]=[CH:25][C:20]([CH2:19][C:17]2[O:16][N:15]=[C:14]([C@H:10]3[CH2:11][CH2:12][CH2:13][NH:8][CH2:9]3)[N:18]=2)=[CH:21][CH:22]=1. The catalyst class is: 12. (4) Reactant: [H-].[Na+].[F:3][C:4]1[CH:13]=[C:12]2[C:7]([N:8]=[C:9]([CH3:19])[C:10]([C:14]([O:16]CC)=O)=[N:11]2)=[CH:6][CH:5]=1.[C:20](#[N:22])[CH3:21].O. Product: [F:3][C:4]1[CH:13]=[C:12]2[C:7]([N:8]=[C:9]([CH3:19])[C:10]([C:14](=[O:16])[CH2:21][C:20]#[N:22])=[N:11]2)=[CH:6][CH:5]=1. The catalyst class is: 11. (5) Product: [OH:8][CH:7]([C:17]1[CH:16]=[CH:15][CH:14]=[C:13]([O:12][CH3:11])[CH:18]=1)/[C:6](/[CH3:9])=[CH:5]/[C:4]([O:3][CH2:1][CH3:2])=[O:10]. Reactant: [CH2:1]([O:3][C:4](=[O:10])/[CH:5]=[C:6](\[CH3:9])/[CH:7]=[O:8])[CH3:2].[CH3:11][O:12][C:13]1[CH:14]=[C:15]([Mg]Br)[CH:16]=[CH:17][CH:18]=1. The catalyst class is: 1. (6) Reactant: F[C:2](F)(F)[C:3]([OH:5])=O.[Cl:8][C:9]1[C:17]2[C:12](=[CH:13][CH:14]=[C:15]3OC[CH2:20][NH:19][CH:18]([CH3:23])[C:16]3=2)[N:11]([S:24]([C:27]2[CH:32]=[CH:31][CH:30]=[CH:29][CH:28]=2)(=[O:26])=[O:25])[CH:10]=1.C=O.C(O[BH-](OC(=O)C)OC(=O)C)(=O)C.[Na+]. Product: [Cl:8][C:9]1[C:17]2[C:12](=[CH:13][CH:14]=[C:15]3[O:5][CH2:3][CH2:2][N:19]([CH3:20])[CH:18]([CH3:23])[C:16]3=2)[N:11]([S:24]([C:27]2[CH:32]=[CH:31][CH:30]=[CH:29][CH:28]=2)(=[O:26])=[O:25])[CH:10]=1. The catalyst class is: 92. (7) Reactant: C(Cl)(=O)C(Cl)=O.CS(C)=O.[CH3:11][O:12][C:13]1[CH:18]=[C:17]([CH2:19][OH:20])[CH:16]=[C:15]([CH3:21])[N:14]=1. Product: [CH3:11][O:12][C:13]1[CH:18]=[C:17]([CH:19]=[O:20])[CH:16]=[C:15]([CH3:21])[N:14]=1. The catalyst class is: 884. (8) Reactant: I[C:2]1[CH:7]=[CH:6][CH:5]=[CH:4][C:3]=1[CH3:8].[CH2:9]([N:13]1[CH2:18][CH2:17][N:16]([CH2:19][CH2:20][CH2:21][C:22]#N)[CH2:15][CH2:14]1)[CH2:10][CH2:11][CH3:12].C(O)(C(F)(F)F)=[O:25].CC#N. Product: [CH2:9]([N:13]1[CH2:18][CH2:17][N:16]([CH2:19][CH2:20][CH2:21][C:22]([C:2]2[CH:7]=[CH:6][CH:5]=[CH:4][C:3]=2[CH3:8])=[O:25])[CH2:15][CH2:14]1)[CH2:10][CH2:11][CH3:12]. The catalyst class is: 876. (9) Reactant: Cl.Cl[C:3]1[CH:8]=[CH:7][N:6]=[CH:5][CH:4]=1.[H-].[Na+].[O:11]=[C:12]1[CH2:29][CH2:28][C:15]2([CH2:20][CH2:19][N:18]([C:21]([O:23][C:24]([CH3:27])([CH3:26])[CH3:25])=[O:22])[CH2:17][CH2:16]2)[CH2:14][CH2:13]1.[I-].[Na+].C([O-])(O)=O.[Na+]. Product: [N:6]1[CH:7]=[CH:8][C:3]([O:11][CH:12]2[CH2:13][CH2:14][C:15]3([CH2:20][CH2:19][N:18]([C:21]([O:23][C:24]([CH3:25])([CH3:26])[CH3:27])=[O:22])[CH2:17][CH2:16]3)[CH2:28][CH2:29]2)=[CH:4][CH:5]=1. The catalyst class is: 376.